From a dataset of Reaction yield outcomes from USPTO patents with 853,638 reactions. Predict the reaction yield, written as a fraction of the theoretical maximum amount of product (1.0 means a 100% yield; for example, 0.34 means a 34% yield). (1) The reactants are [F:1][C:2]1[CH:3]=[C:4]([CH:8]=[CH:9][CH:10]=1)[C:5](O)=[O:6].C(N1C=CN=C1)(N1C=CN=C1)=O.[NH2:23][C:24]1[CH:25]=[C:26]([CH:30]2[C:39]([CH3:41])([CH3:40])[CH2:38][C:37]3[C:32](=[CH:33][CH:34]=[C:35]([C:42]([OH:44])=[O:43])[CH:36]=3)[NH:31]2)[CH:27]=[CH:28][CH:29]=1. The catalyst is CN(C)C=O. The product is [F:1][C:2]1[CH:3]=[C:4]([CH:8]=[CH:9][CH:10]=1)[C:5]([NH:23][C:24]1[CH:25]=[C:26]([CH:30]2[C:39]([CH3:40])([CH3:41])[CH2:38][C:37]3[C:32](=[CH:33][CH:34]=[C:35]([C:42]([OH:44])=[O:43])[CH:36]=3)[NH:31]2)[CH:27]=[CH:28][CH:29]=1)=[O:6]. The yield is 0.140. (2) The reactants are [N+:1]([C:4]1[CH:5]=[C:6]([CH:10]([N:12]2[CH2:17][CH2:16][O:15][CH2:14][CH2:13]2)[CH3:11])[CH:7]=[CH:8][CH:9]=1)([O-])=O. The catalyst is C(O)(=O)C.O.[Fe]. The product is [N:12]1([CH:10]([C:6]2[CH:5]=[C:4]([NH2:1])[CH:9]=[CH:8][CH:7]=2)[CH3:11])[CH2:17][CH2:16][O:15][CH2:14][CH2:13]1. The yield is 0.880. (3) The reactants are [N+:1]([C:4]1[CH:5]=[C:6]2[C:12](=[CH:13][CH:14]=1)[CH:11]1[O:15][CH:7]2[CH2:8][NH:9][CH2:10]1)([O-:3])=[O:2].[CH2:16](Cl)[C:17]#[CH:18].C(=O)([O-])[O-].[K+].[K+].C1COCC1. The catalyst is C([O-])(O)=O.[Na+]. The product is [N+:1]([C:4]1[CH:5]=[C:6]2[C:12](=[CH:13][CH:14]=1)[CH:11]1[O:15][CH:7]2[CH2:8][N:9]([CH2:18][C:17]#[CH:16])[CH2:10]1)([O-:3])=[O:2]. The yield is 0.510.